From a dataset of Full USPTO retrosynthesis dataset with 1.9M reactions from patents (1976-2016). Predict the reactants needed to synthesize the given product. Given the product [C:1]([CH2:3][CH2:4][PH:5]([O:14][C@@H:15]1[C@@H:19]([CH2:20][O:21][C:22]([C:39]2[CH:40]=[CH:41][CH:42]=[CH:43][CH:44]=2)([C:23]2[CH:24]=[CH:25][C:26]([O:29][CH3:30])=[CH:27][CH:28]=2)[C:31]2[CH:36]=[CH:35][C:34]([O:37][CH3:38])=[CH:33][CH:32]=2)[O:18][C@@H:17]([N:45]2[C:52]3[N:129]=[C:77]([NH:76][C:74](=[O:75])[CH2:73][O:66][C:67]4[CH:68]=[CH:69][CH:70]=[CH:71][CH:72]=4)[NH:78][C:49](=[O:50])[C:51]=3[N:48]=[CH:46]2)[C@@H:16]1[O:53][CH2:54][O:55][CH2:56][CH:57]([C:62]([F:63])([F:65])[F:64])[C:58]([F:59])([F:60])[F:61])([N:7]([CH:11]([CH3:13])[CH3:12])[CH:8]([CH3:10])[CH3:9])[OH:6])#[N:2], predict the reactants needed to synthesize it. The reactants are: [C:1]([CH2:3][CH2:4][PH:5]([O:14][C@@H:15]1[C@@H:19]([CH2:20][O:21][C:22]([C:39]2[CH:44]=[CH:43][CH:42]=[CH:41][CH:40]=2)([C:31]2[CH:36]=[CH:35][C:34]([O:37][CH3:38])=[CH:33][CH:32]=2)[C:23]2[CH:28]=[CH:27][C:26]([O:29][CH3:30])=[CH:25][CH:24]=2)[O:18][C@@H:17]([N:45]2[CH:52]=[CH:51][C:49](=[O:50])[NH:48][C:46]2=O)[C@@H:16]1[O:53][CH2:54][O:55][CH2:56][CH:57]([C:62]([F:65])([F:64])[F:63])[C:58]([F:61])([F:60])[F:59])([N:7]([CH:11]([CH3:13])[CH3:12])[CH:8]([CH3:10])[CH3:9])[OH:6])#[N:2].[O:66]([CH2:73][C:74]([NH:76][C:77]1[NH:78]C(=O)C2N=CN(C=2[N:129]=1)[C@@H]1O[C@H](COC(C2C=CC=CC=2)(C2C=CC(OC)=CC=2)C2C=CC(OC)=CC=2)[C@@H](O)[C@H]1OCOCC(C(F)(F)F)C(F)(F)F)=[O:75])[C:67]1[CH:72]=[CH:71][CH:70]=[CH:69][CH:68]=1.